The task is: Predict which catalyst facilitates the given reaction.. This data is from Catalyst prediction with 721,799 reactions and 888 catalyst types from USPTO. (1) Reactant: ClC(Cl)(O[C:5](=[O:11])OC(Cl)(Cl)Cl)Cl.[CH3:13][C:14]1[CH:19]=[C:18]([C:20]2[CH:21]=[CH:22][C:23]3[N:29]4[CH2:30][C@H:26]([CH2:27][CH2:28]4)[NH:25][C:24]=3[N:31]=2)[CH:17]=[CH:16][N:15]=1.C(N(CC)CC)C.Cl.[NH:40]1[CH:44]=[C:43]([NH2:45])[N:42]=[N:41]1. Product: [CH3:13][C:14]1[CH:19]=[C:18]([C:20]2[CH:21]=[CH:22][C:23]3[N:29]4[CH2:30][C@H:26]([CH2:27][CH2:28]4)[N:25]([C:5]([NH:45][C:43]4[N:42]=[N:41][NH:40][CH:44]=4)=[O:11])[C:24]=3[N:31]=2)[CH:17]=[CH:16][N:15]=1. The catalyst class is: 7. (2) Reactant: [H-].[Na+].[Br:3][C:4]1[C:5]([CH3:16])=[C:6]([Cl:15])[CH:7]=[C:8]([CH:12](Cl)[CH3:13])[C:9]=1[O:10][CH3:11].[CH3:17][C:18]1[C:26]2[C:21](=[N:22][CH:23]=[N:24][C:25]=2[NH2:27])[NH:20][N:19]=1. Product: [Br:3][C:4]1[C:9]([O:10][CH3:11])=[C:8]([CH:12]([N:20]2[C:21]3=[N:22][CH:23]=[N:24][C:25]([NH2:27])=[C:26]3[C:18]([CH3:17])=[N:19]2)[CH3:13])[CH:7]=[C:6]([Cl:15])[C:5]=1[CH3:16]. The catalyst class is: 454.